From a dataset of Reaction yield outcomes from USPTO patents with 853,638 reactions. Predict the reaction yield, written as a fraction of the theoretical maximum amount of product (1.0 means a 100% yield; for example, 0.34 means a 34% yield). The reactants are [CH2:1]([C:3]1[C:4]([CH3:20])=[C:5]([C:12]2[CH:13]=[C:14]([CH:17]=[CH:18][CH:19]=2)[C:15]#[N:16])[C:6]([CH3:11])=[N:7][C:8]=1[O:9]C)[CH3:2].[I-].[Na+].Cl[Si](C)(C)C.C(#N)C. The catalyst is O. The product is [CH2:1]([C:3]1[C:8](=[O:9])[NH:7][C:6]([CH3:11])=[C:5]([C:12]2[CH:13]=[C:14]([CH:17]=[CH:18][CH:19]=2)[C:15]#[N:16])[C:4]=1[CH3:20])[CH3:2]. The yield is 0.320.